This data is from Forward reaction prediction with 1.9M reactions from USPTO patents (1976-2016). The task is: Predict the product of the given reaction. (1) Given the reactants O.[Cl-].[NH4+].[Br:4][C:5]1[CH:6]=[C:7]([C:11]23[O:17][CH:16]2[CH2:15][O:14][CH2:13][CH2:12]3)[CH:8]=[CH:9][CH:10]=1.[N-:18]=[N+:19]=[N-:20].[Na+], predict the reaction product. The product is: [N:18]([C@@:11]1([C:7]2[CH:8]=[CH:9][CH:10]=[C:5]([Br:4])[CH:6]=2)[CH2:12][CH2:13][O:14][CH2:15][C@@H:16]1[OH:17])=[N+:19]=[N-:20]. (2) Given the reactants [N+:1]([C:4]1[CH:11]=[C:10]([N+]([O-])=O)[CH:9]=[CH:8][C:5]=1[CH:6]=O)([O-])=O.[CH2:15]([O:17]C(=O)C=P(C1C=CC=CC=1)(C1C=CC=CC=1)C1C=CC=CC=1)[CH3:16].C(O)(=O)C.C(O)C, predict the reaction product. The product is: [NH:1]1[C:4]2[C:5](=[CH:8][CH:9]=[CH:10][CH:11]=2)[CH:6]=[CH:16][C:15]1=[O:17]. (3) Given the reactants [H-].[Na+].[CH3:3][O:4][C:5]([C:14]1[C:19]([CH2:20][CH2:21][CH3:22])=[CH:18][C:17]([NH:23][C:24]([C:26]2[C:27]([CH3:33])=[N:28][N:29]([CH3:32])[C:30]=2[CH3:31])=[O:25])=[C:16]([CH3:34])[CH:15]=1)([C:10]([F:13])([F:12])[F:11])[C:6]([F:9])([F:8])[F:7].[C:35](OC(=O)C)(=[O:37])[CH3:36].Cl, predict the reaction product. The product is: [C:35]([N:23]([C:17]1[CH:18]=[C:19]([CH2:20][CH2:21][CH3:22])[C:14]([C:5]([O:4][CH3:3])([C:6]([F:9])([F:8])[F:7])[C:10]([F:13])([F:11])[F:12])=[CH:15][C:16]=1[CH3:34])[C:24]([C:26]1[C:27]([CH3:33])=[N:28][N:29]([CH3:32])[C:30]=1[CH3:31])=[O:25])(=[O:37])[CH3:36]. (4) Given the reactants [C:1]([N:8]1[CH2:14][CH2:13][CH2:12][NH:11][CH2:10][CH2:9]1)([O:3][C:4]([CH3:7])([CH3:6])[CH3:5])=[O:2].BrC1[CH:23]=[CH:22][C:21]([O:24][CH3:25])=[CH:20][C:17]=1[C:18]#[N:19].CC1(C)C2C(=C(P(C3C=CC=CC=3)C3C=CC=CC=3)C=CC=2)OC2C(P(C3C=CC=CC=3)C3C=CC=CC=3)=CC=CC1=2.CC(C)([O-])C.[Na+], predict the reaction product. The product is: [C:4]([O:3][C:1]([N:8]1[CH2:9][CH2:10][N:11]([C:12]2[CH:23]=[CH:22][C:21]([O:24][CH3:25])=[CH:20][C:17]=2[C:18]#[N:19])[CH2:13][CH2:14]1)=[O:2])([CH3:5])([CH3:6])[CH3:7].